Dataset: Catalyst prediction with 721,799 reactions and 888 catalyst types from USPTO. Task: Predict which catalyst facilitates the given reaction. (1) Reactant: CON(C)[C:4]([C@@H:6]1[CH2:11][CH2:10][CH2:9][N:8]([C:12]([O:14][C:15]([CH3:18])([CH3:17])[CH3:16])=[O:13])[CH2:7]1)=[O:5].[C:20]1([Mg]Br)[CH:25]=[CH:24][CH:23]=[CH:22][CH:21]=1.Cl. Product: [C:4]([C@@H:6]1[CH2:11][CH2:10][CH2:9][N:8]([C:12]([O:14][C:15]([CH3:16])([CH3:17])[CH3:18])=[O:13])[CH2:7]1)(=[O:5])[C:20]1[CH:25]=[CH:24][CH:23]=[CH:22][CH:21]=1. The catalyst class is: 1. (2) Reactant: O.[NH2:2][NH2:3].[NH2:4][C:5]1[N:6]=[CH:7][C:8]([C:20]#[N:21])=[N:9][C:10]=1[C:11]1[O:12][C:13]([C:16]([CH3:19])([CH3:18])[CH3:17])=[N:14][N:15]=1. Product: [NH2:4][C:5]1[N:6]=[CH:7][C:8](/[C:20](=[N:2]/[NH2:3])/[NH2:21])=[N:9][C:10]=1[C:11]1[O:12][C:13]([C:16]([CH3:18])([CH3:17])[CH3:19])=[N:14][N:15]=1. The catalyst class is: 41.